This data is from Full USPTO retrosynthesis dataset with 1.9M reactions from patents (1976-2016). The task is: Predict the reactants needed to synthesize the given product. (1) Given the product [Cl:1][CH2:2][C:3]1[CH:11]=[CH:10][C:6]([C:7]([NH:15][CH:12]2[CH2:14][CH2:13]2)=[O:8])=[CH:5][CH:4]=1, predict the reactants needed to synthesize it. The reactants are: [Cl:1][CH2:2][C:3]1[CH:11]=[CH:10][C:6]([C:7](Cl)=[O:8])=[CH:5][CH:4]=1.[CH:12]1([NH2:15])[CH2:14][CH2:13]1.CCN(C(C)C)C(C)C.C(OCC)(=O)C. (2) The reactants are: [C:1](=[O:45])([O:10][C@H:11]1[CH2:16][CH2:15][CH2:14][C@@H:13]([NH:17][C:18]2[C:23]([F:24])=[CH:22][N:21]=[C:20]([C:25]3[C:33]4[C:28](=[N:29][CH:30]=[C:31]([F:34])[CH:32]=4)[N:27]([S:35]([C:38]4[CH:44]=[CH:43][C:41]([CH3:42])=[CH:40][CH:39]=4)(=[O:37])=[O:36])[CH:26]=3)[N:19]=2)[CH2:12]1)ON1C(=O)CCC1=O.[F:46][C@@H:47]1[CH2:51][CH2:50][NH:49][CH2:48]1. Given the product [F:46][C@@H:47]1[CH2:51][CH2:50][N:49]([C:1]([O:10][C@H:11]2[CH2:16][CH2:15][CH2:14][C@@H:13]([NH:17][C:18]3[C:23]([F:24])=[CH:22][N:21]=[C:20]([C:25]4[C:33]5[C:28](=[N:29][CH:30]=[C:31]([F:34])[CH:32]=5)[N:27]([S:35]([C:38]5[CH:39]=[CH:40][C:41]([CH3:42])=[CH:43][CH:44]=5)(=[O:36])=[O:37])[CH:26]=4)[N:19]=3)[CH2:12]2)=[O:45])[CH2:48]1, predict the reactants needed to synthesize it.